This data is from Forward reaction prediction with 1.9M reactions from USPTO patents (1976-2016). The task is: Predict the product of the given reaction. (1) Given the reactants [N:1]1([CH2:5][C:6]2[N:10]([CH3:11])[N:9]=[C:8]([NH2:12])[CH:7]=2)[CH2:4][CH2:3][CH2:2]1.Br[C:14]1[C:15](=[O:22])[N:16]([CH3:21])[CH:17]=[C:18]([Br:20])[CH:19]=1.C(=O)([O-])[O-].[Cs+].[Cs+].CC1(C)C2C(=C(P(C3C=CC=CC=3)C3C=CC=CC=3)C=CC=2)OC2C(P(C3C=CC=CC=3)C3C=CC=CC=3)=CC=CC1=2, predict the reaction product. The product is: [N:1]1([CH2:5][C:6]2[N:10]([CH3:11])[N:9]=[C:8]([NH:12][C:14]3[C:15](=[O:22])[N:16]([CH3:21])[CH:17]=[C:18]([Br:20])[CH:19]=3)[CH:7]=2)[CH2:4][CH2:3][CH2:2]1. (2) Given the reactants [NH2:1][NH2:2].[F:3][C:4]1[CH:9]=[CH:8][C:7]([C:10]2([O:16][CH3:17])[CH2:14][CH2:13][O:12][C:11]2=[O:15])=[CH:6][CH:5]=1, predict the reaction product. The product is: [F:3][C:4]1[CH:9]=[CH:8][C:7]([C:10]([O:16][CH3:17])([CH2:14][CH2:13][OH:12])[C:11]([NH:1][NH2:2])=[O:15])=[CH:6][CH:5]=1. (3) Given the reactants [CH3:1][NH:2][C:3]1[CH:8]=[CH:7][C:6]([C:9]2[S:10][C:11]3[CH:17]=[C:16]([O:18]CCO[Si](C(C)(C)C)(C)C)[CH:15]=[CH:14][C:12]=3[CH:13]=2)=[CH:5][CH:4]=1.C(=O)([O-])[O-].[K+].[K+].[Si:35]([O:52][CH2:53][CH2:54][CH2:55]Br)([C:48]([CH3:51])([CH3:50])[CH3:49])([C:42]1[CH:47]=[CH:46][CH:45]=[CH:44][CH:43]=1)[C:36]1[CH:41]=[CH:40][CH:39]=[CH:38][CH:37]=1.[Cl-].[Na+], predict the reaction product. The product is: [CH3:1][NH:2][C:3]1[CH:4]=[CH:5][C:6]([C:9]2[S:10][C:11]3[CH:17]=[C:16]([O:18][CH2:55][CH2:54][CH2:53][O:52][Si:35]([C:48]([CH3:49])([CH3:51])[CH3:50])([C:36]4[CH:37]=[CH:38][CH:39]=[CH:40][CH:41]=4)[C:42]4[CH:47]=[CH:46][CH:45]=[CH:44][CH:43]=4)[CH:15]=[CH:14][C:12]=3[CH:13]=2)=[CH:7][CH:8]=1. (4) Given the reactants [CH3:1][CH:2]1[O:7][C:6]2[CH:8]=[CH:9][C:10]([CH2:12][CH2:13][C:14](O)=[O:15])=[CH:11][C:5]=2[NH:4][C:3]1=[O:17], predict the reaction product. The product is: [OH:15][CH2:14][CH2:13][CH2:12][C:10]1[CH:9]=[CH:8][C:6]2[O:7][CH:2]([CH3:1])[C:3](=[O:17])[NH:4][C:5]=2[CH:11]=1. (5) Given the reactants [CH:1]1[C:6]([N+:7]([O-:9])=[O:8])=[CH:5][CH:4]=[C:3]([O:10][C@@H]2O[C@H](C(O)=O)[C@@H](O)[C@H](O)[C@H]2O)[CH:2]=1.P(=O)(O)(O)O, predict the reaction product. The product is: [CH:5]1[C:6]([N+:7]([O-:9])=[O:8])=[CH:1][CH:2]=[C:3]([OH:10])[CH:4]=1. (6) Given the reactants C(N(CC)CC)C.[Br:8][C:9]1[CH:10]=[CH:11][C:12]([F:26])=[C:13]([C:15]2[NH:24][C:23](=O)[C:22]3[C:17](=[N:18][CH:19]=[CH:20][N:21]=3)[N:16]=2)[CH:14]=1.[NH2:27][C:28]1[CH:33]=[CH:32][N:31]=[CH:30][CH:29]=1.C1CN([P+](ON2N=NC3C=CC=CC2=3)(N2CCCC2)N2CCCC2)CC1.F[P-](F)(F)(F)(F)F, predict the reaction product. The product is: [Br:8][C:9]1[CH:10]=[CH:11][C:12]([F:26])=[C:13]([C:15]2[N:24]=[C:23]([NH:27][C:28]3[CH:33]=[CH:32][N:31]=[CH:30][CH:29]=3)[C:22]3[C:17](=[N:18][CH:19]=[CH:20][N:21]=3)[N:16]=2)[CH:14]=1. (7) Given the reactants [S:9](O[S:9]([C:12]([F:15])([F:14])[F:13])(=[O:11])=[O:10])([C:12]([F:15])([F:14])[F:13])(=[O:11])=[O:10].[F:16][C:17]([F:37])([F:36])[C:18]1[C:30]([C:31]([F:34])([F:33])[F:32])=[C:29](O)[CH:28]=[CH:27][C:19]=1/[CH:20]=[CH:21]/[C:22]([O:24][CH2:25][CH3:26])=[O:23].N1C=CC=CC=1, predict the reaction product. The product is: [F:15][C:12]([F:13])([F:14])[S:9]([C:29]1[CH:28]=[CH:27][C:19](/[CH:20]=[CH:21]/[C:22]([O:24][CH2:25][CH3:26])=[O:23])=[C:18]([C:17]([F:36])([F:37])[F:16])[C:30]=1[C:31]([F:32])([F:33])[F:34])(=[O:10])=[O:11]. (8) Given the reactants [CH2:1]([NH2:7])[CH2:2][CH2:3][CH2:4][CH2:5][CH3:6].[Cl:8][C:9]1[CH:14]=[CH:13][C:12]([C:15]2[N:16]=[C:17]([C:30](OCC)=[O:31])[N:18]([CH2:28][CH3:29])[C:19]=2[C:20]2[CH:25]=[CH:24][C:23]([Cl:26])=[CH:22][C:21]=2[Cl:27])=[CH:11][CH:10]=1, predict the reaction product. The product is: [CH2:1]([NH:7][C:30]([C:17]1[N:18]([CH2:28][CH3:29])[C:19]([C:20]2[CH:25]=[CH:24][C:23]([Cl:26])=[CH:22][C:21]=2[Cl:27])=[C:15]([C:12]2[CH:11]=[CH:10][C:9]([Cl:8])=[CH:14][CH:13]=2)[N:16]=1)=[O:31])[CH2:2][CH2:3][CH2:4][CH2:5][CH3:6]. (9) Given the reactants [CH:1]1([CH2:4][C:5]23[CH2:21][CH2:20][C:19](=[O:22])[CH:18]=[C:6]2[CH2:7][CH2:8][CH2:9][C:10]2[CH:15]=[C:14]([O:16][CH3:17])[CH:13]=[CH:12][C:11]=23)CC1.CO, predict the reaction product. The product is: [CH2:4]([C@:5]12[CH2:21][CH2:20][C:19](=[O:22])[CH:18]=[C:6]1[CH2:7][CH2:8][CH2:9][C:10]1[CH:15]=[C:14]([O:16][CH3:17])[CH:13]=[CH:12][C:11]=12)[CH3:1].[CH2:4]([C@@:5]12[CH2:21][CH2:20][C:19](=[O:22])[CH:18]=[C:6]1[CH2:7][CH2:8][CH2:9][C:10]1[CH:15]=[C:14]([O:16][CH3:17])[CH:13]=[CH:12][C:11]=12)[CH3:1]. (10) Given the reactants [CH:1]1([C@@H:7]2[NH:11][CH:10]([C:12]([OH:14])=[O:13])[CH2:9][S:8]2)[CH2:6][CH2:5][CH2:4][CH2:3][CH2:2]1.CCN(C(C)C)C(C)C.Cl[C:25]([O:27][CH2:28][C:29]1[CH:34]=[CH:33][CH:32]=[CH:31][CH:30]=1)=[O:26], predict the reaction product. The product is: [CH2:28]([O:27][C:25]([N:11]1[CH:10]([C:12]([OH:14])=[O:13])[CH2:9][S:8][C@@H:7]1[CH:1]1[CH2:2][CH2:3][CH2:4][CH2:5][CH2:6]1)=[O:26])[C:29]1[CH:34]=[CH:33][CH:32]=[CH:31][CH:30]=1.